From a dataset of Reaction yield outcomes from USPTO patents with 853,638 reactions. Predict the reaction yield, written as a fraction of the theoretical maximum amount of product (1.0 means a 100% yield; for example, 0.34 means a 34% yield). (1) The reactants are [N:1]1([CH2:8][CH2:9][O:10][C:11]2[CH:16]=[CH:15][C:14]([C:17]([C:19]3[C:28]4[C:23](=[CH:24][C:25]([O:29]C)=[CH:26][CH:27]=4)[CH:22]=[CH:21][C:20]=3[C:31]3[C:36]([F:37])=[CH:35][CH:34]=[CH:33][C:32]=3[F:38])=[O:18])=[CH:13][CH:12]=2)[CH2:7][CH2:6][CH2:5][CH2:4][CH2:3][CH2:2]1.B(Br)(Br)Br.C(=O)(O)[O-].[Na+].C(Cl)(Cl)Cl.C(O)(C)C. The catalyst is C(Cl)Cl. The product is [N:1]1([CH2:8][CH2:9][O:10][C:11]2[CH:16]=[CH:15][C:14]([C:17]([C:19]3[C:28]4[C:23](=[CH:24][C:25]([OH:29])=[CH:26][CH:27]=4)[CH:22]=[CH:21][C:20]=3[C:31]3[C:32]([F:38])=[CH:33][CH:34]=[CH:35][C:36]=3[F:37])=[O:18])=[CH:13][CH:12]=2)[CH2:7][CH2:6][CH2:5][CH2:4][CH2:3][CH2:2]1. The yield is 0.540. (2) The reactants are [CH3:1][O:2][C:3]1[C:8]([CH3:9])=[CH:7][C:6]([C:10]2[CH:11]=[CH:12][C:13]([N:16]3[CH2:22][CH2:21][CH2:20][N:19]([C:23]4[CH:28]=[CH:27][C:26]([C:29]5[CH:34]=[C:33]([CH3:35])[C:32]([O:36][CH3:37])=[C:31]([CH3:38])[CH:30]=5)=[CH:25][N:24]=4)[CH2:18][CH2:17]3)=[N:14][CH:15]=2)=[CH:5][C:4]=1[CH3:39].[CH3:40][S:41]([OH:44])(=[O:43])=[O:42]. The catalyst is CO. The product is [CH3:40][S:41]([OH:44])(=[O:43])=[O:42].[CH3:40][S:41]([OH:44])(=[O:43])=[O:42].[CH3:37][O:36][C:32]1[C:33]([CH3:35])=[CH:34][C:29]([C:26]2[CH:27]=[CH:28][C:23]([N:19]3[CH2:20][CH2:21][CH2:22][N:16]([C:13]4[CH:12]=[CH:11][C:10]([C:6]5[CH:5]=[C:4]([CH3:39])[C:3]([O:2][CH3:1])=[C:8]([CH3:9])[CH:7]=5)=[CH:15][N:14]=4)[CH2:17][CH2:18]3)=[N:24][CH:25]=2)=[CH:30][C:31]=1[CH3:38]. The yield is 0.910. (3) The reactants are [CH2:1]([Li])CCC.[Cl:6][C:7]1[CH:12]=[CH:11][C:10]([O:13][C:14]2[CH:21]=[CH:20][C:17]([CH:18]=O)=[CH:16][CH:15]=2)=[CH:9][C:8]=1[C:22]([F:25])([F:24])[F:23]. The catalyst is [Br-].C[P+](C1C=CC=CC=1)(C1C=CC=CC=1)C1C=CC=CC=1.O1CCCC1. The product is [Cl:6][C:7]1[CH:12]=[CH:11][C:10]([O:13][C:14]2[CH:21]=[CH:20][C:17]([CH:18]=[CH2:1])=[CH:16][CH:15]=2)=[CH:9][C:8]=1[C:22]([F:25])([F:24])[F:23]. The yield is 0.780. (4) The reactants are B.O1CCCC1.[C:7]1([NH:13][C:14]([CH:16]2[CH2:21][CH2:20][N:19]([C:22]([O:24][C:25]([CH3:28])([CH3:27])[CH3:26])=[O:23])[CH2:18][CH2:17]2)=O)[CH:12]=[CH:11][CH:10]=[CH:9][CH:8]=1.CO.C(=O)([O-])[O-].[K+].[K+]. The catalyst is O1CCCC1. The product is [C:7]1([NH:13][CH2:14][CH:16]2[CH2:21][CH2:20][N:19]([C:22]([O:24][C:25]([CH3:28])([CH3:27])[CH3:26])=[O:23])[CH2:18][CH2:17]2)[CH:12]=[CH:11][CH:10]=[CH:9][CH:8]=1. The yield is 0.920. (5) The reactants are [SH:1][CH2:2][CH2:3][C:4]([OH:6])=[O:5].[F:7][C:8]([F:12])([F:11])[CH:9]=[CH2:10]. The catalyst is C1(C)C=CC=CC=1. The product is [F:7][C:8]([F:12])([F:11])[CH2:9][CH2:10][S:1][CH2:2][CH2:3][C:4]([OH:6])=[O:5]. The yield is 0.760.